The task is: Predict the reaction yield, written as a fraction of the theoretical maximum amount of product (1.0 means a 100% yield; for example, 0.34 means a 34% yield).. This data is from Reaction yield outcomes from USPTO patents with 853,638 reactions. (1) The reactants are [C:1]([O-:4])(=[O:3])C.[O:5]=[C:6]1[C@@H:9]([NH3+:10])[CH2:8][NH:7]1.[CH3:11]CN(C(C)C)C(C)C.[CH2:20]1[C:29]2[C:24](=[CH:25][C:26](C3C=CN(C([O-])=O)C(=O)C=3C)=[CH:27][CH:28]=2)[CH2:23][CH2:22][CH2:21]1. The catalyst is C(Cl)Cl. The product is [CH2:23]1[C:24]2[C:29](=[CH:28][C:27]([O:4][C:1](=[O:3])[N:10]([CH3:11])[C@H:9]3[CH2:8][NH:7][C:6]3=[O:5])=[CH:26][CH:25]=2)[CH2:20][CH2:21][CH2:22]1. The yield is 0.560. (2) The reactants are [NH2:1][C:2]1[CH:10]=[CH:9][C:8]([Cl:11])=[CH:7][C:3]=1[C:4]([OH:6])=O.O=S(Cl)Cl.[Cl:16][C:17]1[CH:23]=[CH:22][CH:21]=[CH:20][C:18]=1[NH2:19].C(Cl)(Cl)Cl. The catalyst is C1C=CC=CC=1. The product is [NH2:1][C:2]1[CH:10]=[CH:9][C:8]([Cl:11])=[CH:7][C:3]=1[C:4]([NH:19][C:18]1[CH:20]=[CH:21][CH:22]=[CH:23][C:17]=1[Cl:16])=[O:6]. The yield is 0.520. (3) The reactants are [CH2:1]=[CH:2][CH2:3][CH:4]1[C:8](=[O:9])[CH:7]=[CH:6][CH2:5]1.[N+:10]([CH3:13])([O-:12])=[O:11]. No catalyst specified. The product is [CH2:3]([CH:4]1[CH2:5][CH:6]([CH2:13][N+:10]([O-:12])=[O:11])[CH2:7][C:8]1=[O:9])[CH:2]=[CH2:1]. The yield is 0.570. (4) The reactants are [Cl:1][C:2]1[C:3]([O:12][C:13]2[CH:18]=[C:17]([O:19][CH2:20][CH2:21][O:22][CH3:23])[CH:16]=[CH:15][C:14]=2/[CH:24]=[CH:25]/[C:26]([OH:28])=O)=[N:4][CH:5]=[C:6]([C:8]([F:11])([F:10])[F:9])[CH:7]=1.Cl.C(N=C=NCCCN(C)C)C.[N:41]1[CH:46]=[CH:45][CH:44]=[C:43]([S:47]([NH2:50])(=[O:49])=[O:48])[CH:42]=1.Cl. The catalyst is C(#N)C.CN(C)C1C=CN=CC=1.C(OCC)(=O)C. The product is [Cl:1][C:2]1[C:3]([O:12][C:13]2[CH:18]=[C:17]([O:19][CH2:20][CH2:21][O:22][CH3:23])[CH:16]=[CH:15][C:14]=2/[CH:24]=[CH:25]/[C:26]([NH:50][S:47]([C:43]2[CH:42]=[N:41][CH:46]=[CH:45][CH:44]=2)(=[O:49])=[O:48])=[O:28])=[N:4][CH:5]=[C:6]([C:8]([F:10])([F:9])[F:11])[CH:7]=1. The yield is 0.510. (5) The reactants are [CH2:1]([N:8]1[C:16]2[CH:15]=[CH:14][CH:13]=[C:12]([OH:17])[C:11]=2[CH:10]=[C:9]1[CH3:18])[C:2]1[CH:7]=[CH:6][CH:5]=[CH:4][CH:3]=1.[H-].[Na+].[CH3:21][O:22][C:23](=[O:32])[CH:24](Br)[CH2:25][CH2:26][C:27]([O:29][CH3:30])=[O:28]. The catalyst is CN(C)C=O.C(OCC)(=O)C. The product is [CH3:30][O:29][C:27](=[O:28])[CH2:26][CH2:25][CH:24]([O:17][C:12]1[CH:13]=[CH:14][CH:15]=[C:16]2[C:11]=1[CH:10]=[C:9]([CH3:18])[N:8]2[CH2:1][C:2]1[CH:3]=[CH:4][CH:5]=[CH:6][CH:7]=1)[C:23]([O:22][CH3:21])=[O:32]. The yield is 0.970. (6) The reactants are [C:1]1([CH3:10])[CH:6]=[CH:5][C:4]([S:7]([O-:9])=[O:8])=[CH:3][CH:2]=1.[Na+].[Na+].[I-:13].[Cl:14][C:15]1[CH:22]=[CH:21][C:18]([CH:19]=[CH2:20])=[CH:17][CH:16]=1. The catalyst is CC#N. The product is [Cl:14][C:15]1[CH:22]=[CH:21][C:18]([CH:19]([I:13])[CH2:20][S:7]([C:4]2[CH:5]=[CH:6][C:1]([CH3:10])=[CH:2][CH:3]=2)(=[O:9])=[O:8])=[CH:17][CH:16]=1. The yield is 0.940.